This data is from Full USPTO retrosynthesis dataset with 1.9M reactions from patents (1976-2016). The task is: Predict the reactants needed to synthesize the given product. (1) Given the product [C:1]([O:5][C:6](=[O:7])[NH:8][CH:9]([C:10]1[CH:27]=[CH:26][C:13]([O:14][C:15]2[CH:20]=[CH:19][C:18]([CH2:21][CH2:22][C:23](=[O:24])[NH:71][O:70][C:63](=[O:33])[C:64]3[CH:69]=[CH:68][CH:67]=[CH:66][CH:65]=3)=[CH:17][CH:16]=2)=[CH:12][CH:11]=1)[C:28](=[O:32])[N:29]([CH3:30])[CH3:31])([CH3:4])([CH3:2])[CH3:3], predict the reactants needed to synthesize it. The reactants are: [C:1]([O:5][C:6]([NH:8][CH:9]([C:28](=[O:32])[N:29]([CH3:31])[CH3:30])[C:10]1[CH:27]=[CH:26][C:13]([O:14][C:15]2[CH:20]=[CH:19][C:18]([CH2:21][CH2:22][C:23](O)=[O:24])=[CH:17][CH:16]=2)=[CH:12][CH:11]=1)=[O:7])([CH3:4])([CH3:3])[CH3:2].[OH:33]N1C2C=CC=CC=2N=N1.Cl.CN(C)CCCN=C=NCC.C(N(CC)CC)C.Cl.[CH2:63]([O:70][NH2:71])[C:64]1[CH:69]=[CH:68][CH:67]=[CH:66][CH:65]=1. (2) Given the product [Br:1][C:2]1[CH:14]=[C:13]2[C:5]([C:6]3[CH:7]=[C:8]([C:15]([OH:17])=[O:16])[CH:9]=[CH:10][C:11]=3[NH:12]2)=[C:4]([C:20](=[O:24])[NH:21][CH2:22][CH3:23])[CH:3]=1, predict the reactants needed to synthesize it. The reactants are: [Br:1][C:2]1[CH:14]=[C:13]2[C:5]([C:6]3[CH:7]=[C:8]([C:15]([O:17]CC)=[O:16])[CH:9]=[CH:10][C:11]=3[NH:12]2)=[C:4]([C:20](=[O:24])[NH:21][CH2:22][CH3:23])[CH:3]=1.O.C1COCC1.[OH-].[Na+]. (3) Given the product [CH3:1][O:2][C:3]([C:5]1[CH:10]=[C:9]([NH:32][CH2:31][CH2:30][C:27]2[CH:28]=[CH:29][C:24]([O:23][CH3:22])=[CH:25][CH:26]=2)[N:8]=[C:7]([Cl:12])[N:6]=1)=[O:4], predict the reactants needed to synthesize it. The reactants are: [CH3:1][O:2][C:3]([C:5]1[CH:10]=[C:9](Cl)[N:8]=[C:7]([Cl:12])[N:6]=1)=[O:4].C(N(CC)C(C)C)(C)C.[CH3:22][O:23][C:24]1[CH:29]=[CH:28][C:27]([CH2:30][CH2:31][NH2:32])=[CH:26][CH:25]=1.O. (4) Given the product [CH3:1][C:2]1([CH3:17])[CH2:6][O:5][C:4]([C:7]2[CH:16]=[CH:15][C:10]([C:11]([OH:13])=[O:12])=[CH:9][CH:8]=2)=[N:3]1, predict the reactants needed to synthesize it. The reactants are: [CH3:1][C:2]1([CH3:17])[CH2:6][O:5][C:4]([C:7]2[CH:16]=[CH:15][C:10]([C:11]([O:13]C)=[O:12])=[CH:9][CH:8]=2)=[N:3]1.[Li+].[OH-].